This data is from Forward reaction prediction with 1.9M reactions from USPTO patents (1976-2016). The task is: Predict the product of the given reaction. (1) Given the reactants [Cl:1][C:2]1[C:10]([Cl:11])=[CH:9][C:5]([C:6](O)=[O:7])=[CH:4][C:3]=1[O:12][CH3:13].B.C1COCC1, predict the reaction product. The product is: [Cl:1][C:2]1[C:10]([Cl:11])=[CH:9][C:5]([CH2:6][OH:7])=[CH:4][C:3]=1[O:12][CH3:13]. (2) Given the reactants [Cl:1][C:2]1[C:10]2[NH:9][N:8]=[CH:7][C:6]=2[C:5]2[CH2:11][N:12]3[C:19]([C:20]4([C:23]([F:26])([F:25])[F:24])[CH2:22][CH2:21]4)=[CH:18][N:17]=[C:13]3[C@H:14]([NH2:16])[CH2:15][C:4]=2[CH:3]=1.C(N(CC)CC)C.Cl[C:35](OC1C=CC([N+]([O-])=O)=CC=1)=[O:36].Cl.Cl.[NH:49]1[CH2:54][CH2:53][CH:52]([N:55]2[C:63]3[C:58](=[N:59][CH:60]=[CH:61][CH:62]=3)[NH:57][C:56]2=[O:64])[CH2:51][CH2:50]1, predict the reaction product. The product is: [Cl:1][C:2]1[C:10]2[NH:9][N:8]=[CH:7][C:6]=2[C:5]2[CH2:11][N:12]3[C:19]([C:20]4([C:23]([F:24])([F:25])[F:26])[CH2:21][CH2:22]4)=[CH:18][N:17]=[C:13]3[C@H:14]([NH:16][C:35]([N:49]3[CH2:50][CH2:51][CH:52]([N:55]4[C:63]5[C:58](=[N:59][CH:60]=[CH:61][CH:62]=5)[NH:57][C:56]4=[O:64])[CH2:53][CH2:54]3)=[O:36])[CH2:15][C:4]=2[CH:3]=1. (3) The product is: [CH2:8]([N:5]1[CH:6]=[CH:2][N:3]=[C:4]1[C:10]1[CH:15]=[CH:14][CH:13]=[CH:12][CH:11]=1)[CH3:9]. Given the reactants Br[C:2]1[N:3]=[C:4]([C:10]2[CH:15]=[CH:14][CH:13]=[CH:12][CH:11]=2)[N:5]([CH2:8][CH3:9])[C:6]=1Br.[Li]CCCC, predict the reaction product. (4) The product is: [C:28]([Si:25]([CH3:27])([CH3:26])[O:32][C:33]1[C:41]2[O:40][C:39]([CH2:20][Cl:24])=[CH:38][C:37]=2[CH:36]=[CH:35][CH:34]=1)([CH3:31])([CH3:30])[CH3:29]. Given the reactants C1(P(C2C=CC=CC=2)C2C=CC=CC=2)C=CC=CC=1.[C:20]([Cl:24])(Cl)(Cl)Cl.[Si:25]([O:32][C:33]1[C:41]2[O:40][C:39](CO)=[CH:38][C:37]=2[CH:36]=[CH:35][CH:34]=1)([C:28]([CH3:31])([CH3:30])[CH3:29])([CH3:27])[CH3:26], predict the reaction product. (5) Given the reactants C(OC(=O)[NH:7][CH2:8][C:9]1[CH:14]=[CH:13][C:12]([C:15]#[C:16][C:17]2[CH:22]=[C:21]([C:23]3[C:27]4[CH2:28][N:29]([S:32]([CH3:35])(=[O:34])=[O:33])[CH2:30][CH2:31][C:26]=4[N:25]([CH2:36][CH2:37][CH2:38][N:39]4[CH2:44][CH2:43][O:42][CH2:41][CH2:40]4)[N:24]=3)[CH:20]=[CH:19][C:18]=2[Cl:45])=[CH:11][CH:10]=1)(C)(C)C.C(O)(C(F)(F)F)=O, predict the reaction product. The product is: [Cl:45][C:18]1[CH:19]=[CH:20][C:21]([C:23]2[C:27]3[CH2:28][N:29]([S:32]([CH3:35])(=[O:33])=[O:34])[CH2:30][CH2:31][C:26]=3[N:25]([CH2:36][CH2:37][CH2:38][N:39]3[CH2:40][CH2:41][O:42][CH2:43][CH2:44]3)[N:24]=2)=[CH:22][C:17]=1[C:16]#[C:15][C:12]1[CH:11]=[CH:10][C:9]([CH2:8][NH2:7])=[CH:14][CH:13]=1. (6) Given the reactants F[C:2](F)([C:8]([F:11])([F:10])[F:9])[CH:3]=[C:4](I)[CH2:5][OH:6].[OH2:13].Cl.[NH2:15]O.C(=O)([O-])[O-].[K+].[K+], predict the reaction product. The product is: [F:9][C:8]([F:11])([F:10])[C:2]1[O:13][N:15]=[C:4]([CH2:5][OH:6])[CH:3]=1. (7) Given the reactants [CH2:1]([NH:5][CH2:6][P:7]([OH:10])([OH:9])=[O:8])[C:2]([OH:4])=[O:3].[CH:11](N)([CH3:13])[CH3:12], predict the reaction product. The product is: [CH2:1]([NH:5][CH2:6][P:7]([OH:10])([OH:9])=[O:8])[C:2]([OH:4])=[O:3].[CH3:12][CH:11]([OH:3])[CH3:13].[CH2:1]([NH:5][CH2:6][P:7]([OH:10])([OH:9])=[O:8])[C:2]([OH:4])=[O:3].